Dataset: Full USPTO retrosynthesis dataset with 1.9M reactions from patents (1976-2016). Task: Predict the reactants needed to synthesize the given product. (1) Given the product [Cl:11][C:12]1[CH:17]=[CH:16][CH:15]=[CH:14][C:13]=1[S:18]([NH:8][C:6]1[C:5]([O:9][CH3:10])=[N:4][CH:3]=[C:2]([Cl:1])[N:7]=1)(=[O:20])=[O:19], predict the reactants needed to synthesize it. The reactants are: [Cl:1][C:2]1[N:7]=[C:6]([NH2:8])[C:5]([O:9][CH3:10])=[N:4][CH:3]=1.[Cl:11][C:12]1[CH:17]=[CH:16][CH:15]=[CH:14][C:13]=1[S:18](Cl)(=[O:20])=[O:19]. (2) Given the product [Cl:1][C:2]1[CH:7]=[CH:6][C:5]([O:8][CH2:9][CH2:10][N:11]2[CH2:12][CH2:13][CH2:14][CH2:15][CH2:16]2)=[C:4]2[C:3]=1[NH:17][C:18](=[O:27])[CH:19]=[CH:20]2, predict the reactants needed to synthesize it. The reactants are: [Cl:1][C:2]1[CH:7]=[CH:6][C:5]([O:8][CH2:9][CH2:10][N:11]2[CH2:16][CH2:15][CH2:14][CH2:13][CH2:12]2)=[CH:4][C:3]=1[NH:17][C:18](=[O:27])[CH:19]=[CH:20]C1C=CC=CC=1.[Cl-].[Cl-].[Cl-].[Al+3]. (3) Given the product [CH2:36]([N:34]1[C:33](=[O:35])[O:32][N:31]=[C:30]1[C:27]1[CH:28]=[CH:29][C:24]([C:17]2([C:14]3[CH:15]=[CH:16][C:11]([O:10][CH2:9][C:4]4[CH:5]=[CH:6][CH:7]=[CH:8][N:3]=4)=[CH:12][CH:13]=3)[CH2:22][CH:21]3[CH2:23][CH:18]2[CH2:19][CH2:20]3)=[CH:25][CH:26]=1)[CH3:37], predict the reactants needed to synthesize it. The reactants are: [H-].[Na+].[N:3]1[CH:8]=[CH:7][CH:6]=[CH:5][C:4]=1[CH2:9][O:10][C:11]1[CH:16]=[CH:15][C:14]([C:17]2([C:24]3[CH:29]=[CH:28][C:27]([C:30]4[NH:34][C:33](=[O:35])[O:32][N:31]=4)=[CH:26][CH:25]=3)[CH2:22][CH:21]3[CH2:23][CH:18]2[CH2:19][CH2:20]3)=[CH:13][CH:12]=1.[CH2:36](I)[CH3:37]. (4) Given the product [Cl:1][C:2]1[N:6]2[C:7]([F:11])=[CH:8][CH:9]=[CH:10][C:5]2=[N:4][C:3]=1[CH2:12][N:13]([CH2:24][CH2:26][CH3:27])[C@@H:14]1[C:23]2[N:22]=[CH:21][CH:20]=[CH:19][C:18]=2[CH2:17][CH2:16][CH2:15]1, predict the reactants needed to synthesize it. The reactants are: [Cl:1][C:2]1[N:6]2[C:7]([F:11])=[CH:8][CH:9]=[CH:10][C:5]2=[N:4][C:3]=1[CH2:12][N:13]([CH3:24])[C@@H:14]1[C:23]2[N:22]=[CH:21][CH:20]=[CH:19][C:18]=2[CH2:17][CH2:16][CH2:15]1.F[C:26]1N2C=C(CN(CCC)[C@@H]3C4N=CC=CC=4CCC3)N=C2C=C[CH:27]=1.ClN1C(=O)CCC1=O. (5) Given the product [CH3:15][C:16]1([CH3:22])[CH2:21][CH2:20][N:19]([C:11]([C:8]2[CH:7]=[C:6]([C:4]3[CH:5]=[N:1][NH:2][CH:3]=3)[S:10][CH:9]=2)=[O:13])[CH2:18][CH2:17]1, predict the reactants needed to synthesize it. The reactants are: [NH:1]1[CH:5]=[C:4]([C:6]2[S:10][CH:9]=[C:8]([C:11]([OH:13])=O)[CH:7]=2)[CH:3]=[N:2]1.Cl.[CH3:15][C:16]1([CH3:22])[CH2:21][CH2:20][NH:19][CH2:18][CH2:17]1.CCN(C(C)C)C(C)C.CN(C(ON1N=NC2C=CC=NC1=2)=[N+](C)C)C.F[P-](F)(F)(F)(F)F.